From a dataset of Reaction yield outcomes from USPTO patents with 853,638 reactions. Predict the reaction yield, written as a fraction of the theoretical maximum amount of product (1.0 means a 100% yield; for example, 0.34 means a 34% yield). The reactants are [CH3:1][N:2]([C:9](=[O:12])[C:10]#[CH:11])[CH2:3][C:4]([O:6][CH2:7][CH3:8])=[O:5].I[C:14]1[CH:15]=[C:16]([O:20][CH3:21])[CH:17]=[CH:18][CH:19]=1.CCN(CC)CC.[NH4+].[Cl-]. The catalyst is C1COCC1.CCOC(C)=O.Cl[Pd](Cl)([P](C1C=CC=CC=1)(C1C=CC=CC=1)C1C=CC=CC=1)[P](C1C=CC=CC=1)(C1C=CC=CC=1)C1C=CC=CC=1.[Cu]I. The product is [CH3:21][O:20][C:16]1[CH:15]=[C:14]([C:11]#[C:10][C:9]([N:2]([CH2:3][C:4]([O:6][CH2:7][CH3:8])=[O:5])[CH3:1])=[O:12])[CH:19]=[CH:18][CH:17]=1. The yield is 0.350.